Predict the product of the given reaction. From a dataset of Forward reaction prediction with 1.9M reactions from USPTO patents (1976-2016). (1) Given the reactants [NH:1]1[CH2:6][CH2:5][S:4][CH2:3][CH2:2]1.[C:7]([NH:11][C:12]([C:14]1[S:36][C:17]2[N:18]=[C:19]([S:34][CH3:35])[N:20]=[C:21]([C:22]3[CH:27]=[CH:26][CH:25]=[C:24]([NH:28][S:29]([CH:32]=[CH2:33])(=[O:31])=[O:30])[CH:23]=3)[C:16]=2[C:15]=1[NH2:37])=[O:13])([CH3:10])([CH3:9])[CH3:8], predict the reaction product. The product is: [C:7]([NH:11][C:12]([C:14]1[S:36][C:17]2[N:18]=[C:19]([S:34][CH3:35])[N:20]=[C:21]([C:22]3[CH:27]=[CH:26][CH:25]=[C:24]([NH:28][S:29]([CH2:32][CH2:33][N:1]4[CH2:6][CH2:5][S:4][CH2:3][CH2:2]4)(=[O:31])=[O:30])[CH:23]=3)[C:16]=2[C:15]=1[NH2:37])=[O:13])([CH3:9])([CH3:8])[CH3:10]. (2) Given the reactants N1C=CC=CN=1.N1C=CC=C1.[CH2:12]([C:16]1[N:17]=[C:18]([C:21]2[N:26]=N[C:24]([C:27]([N:29]3[CH2:34][CH2:33][N:32]([C:35]([O:37][C:38]([CH3:41])([CH3:40])[CH3:39])=[O:36])[CH2:31][CH2:30]3)=[O:28])=[CH:23][C:22]=2[CH2:42][C:43]2[C:52]3[C:47](=[CH:48][CH:49]=[CH:50][CH:51]=3)[CH:46]=[CH:45][CH:44]=2)[O:19][CH:20]=1)[CH:13]([CH3:15])[CH3:14], predict the reaction product. The product is: [CH2:12]([C:16]1[N:17]=[C:18]([C:21]2[NH:26][C:24]([C:27]([N:29]3[CH2:34][CH2:33][N:32]([C:35]([O:37][C:38]([CH3:41])([CH3:40])[CH3:39])=[O:36])[CH2:31][CH2:30]3)=[O:28])=[CH:23][C:22]=2[CH2:42][C:43]2[C:52]3[C:47](=[CH:48][CH:49]=[CH:50][CH:51]=3)[CH:46]=[CH:45][CH:44]=2)[O:19][CH:20]=1)[CH:13]([CH3:14])[CH3:15].